This data is from NCI-60 drug combinations with 297,098 pairs across 59 cell lines. The task is: Regression. Given two drug SMILES strings and cell line genomic features, predict the synergy score measuring deviation from expected non-interaction effect. (1) Drug 1: C1CCN(CC1)CCOC2=CC=C(C=C2)C(=O)C3=C(SC4=C3C=CC(=C4)O)C5=CC=C(C=C5)O. Drug 2: CC12CCC3C(C1CCC2OP(=O)(O)O)CCC4=C3C=CC(=C4)OC(=O)N(CCCl)CCCl.[Na+]. Cell line: TK-10. Synergy scores: CSS=-1.55, Synergy_ZIP=4.04, Synergy_Bliss=6.65, Synergy_Loewe=2.88, Synergy_HSA=3.07. (2) Drug 1: CC1CCC2CC(C(=CC=CC=CC(CC(C(=O)C(C(C(=CC(C(=O)CC(OC(=O)C3CCCCN3C(=O)C(=O)C1(O2)O)C(C)CC4CCC(C(C4)OC)O)C)C)O)OC)C)C)C)OC. Drug 2: CN(CC1=CN=C2C(=N1)C(=NC(=N2)N)N)C3=CC=C(C=C3)C(=O)NC(CCC(=O)O)C(=O)O. Cell line: HCT116. Synergy scores: CSS=55.4, Synergy_ZIP=4.75, Synergy_Bliss=1.02, Synergy_Loewe=-16.6, Synergy_HSA=1.16. (3) Synergy scores: CSS=3.99, Synergy_ZIP=-1.59, Synergy_Bliss=-3.79, Synergy_Loewe=-2.91, Synergy_HSA=-4.86. Drug 1: C(CCl)NC(=O)N(CCCl)N=O. Cell line: NCI-H322M. Drug 2: CC12CCC3C(C1CCC2OP(=O)(O)O)CCC4=C3C=CC(=C4)OC(=O)N(CCCl)CCCl.[Na+]. (4) Drug 1: C1=C(C(=O)NC(=O)N1)N(CCCl)CCCl. Drug 2: CN(CC1=CN=C2C(=N1)C(=NC(=N2)N)N)C3=CC=C(C=C3)C(=O)NC(CCC(=O)O)C(=O)O. Cell line: SK-MEL-28. Synergy scores: CSS=5.69, Synergy_ZIP=-4.57, Synergy_Bliss=0.381, Synergy_Loewe=-2.17, Synergy_HSA=-1.23.